Dataset: NCI-60 drug combinations with 297,098 pairs across 59 cell lines. Task: Regression. Given two drug SMILES strings and cell line genomic features, predict the synergy score measuring deviation from expected non-interaction effect. (1) Drug 1: CCN(CC)CCNC(=O)C1=C(NC(=C1C)C=C2C3=C(C=CC(=C3)F)NC2=O)C. Drug 2: CN(CC1=CN=C2C(=N1)C(=NC(=N2)N)N)C3=CC=C(C=C3)C(=O)NC(CCC(=O)O)C(=O)O. Cell line: EKVX. Synergy scores: CSS=-0.403, Synergy_ZIP=-1.76, Synergy_Bliss=-3.06, Synergy_Loewe=-10.8, Synergy_HSA=-4.15. (2) Drug 1: C1=CN(C(=O)N=C1N)C2C(C(C(O2)CO)O)O.Cl. Drug 2: CC1=C(N=C(N=C1N)C(CC(=O)N)NCC(C(=O)N)N)C(=O)NC(C(C2=CN=CN2)OC3C(C(C(C(O3)CO)O)O)OC4C(C(C(C(O4)CO)O)OC(=O)N)O)C(=O)NC(C)C(C(C)C(=O)NC(C(C)O)C(=O)NCCC5=NC(=CS5)C6=NC(=CS6)C(=O)NCCC[S+](C)C)O. Cell line: NCIH23. Synergy scores: CSS=63.5, Synergy_ZIP=-3.90, Synergy_Bliss=-4.75, Synergy_Loewe=3.12, Synergy_HSA=5.38.